From a dataset of Catalyst prediction with 721,799 reactions and 888 catalyst types from USPTO. Predict which catalyst facilitates the given reaction. (1) Reactant: C(=O)([O-])[O-].[Cs+].[Cs+].[Cl:7][C:8]1[CH:39]=[CH:38][C:11]([CH2:12][NH:13][C:14]([C:16]2[C:17](=[O:37])[C:18]3[CH:34]=[C:33]([CH2:35]Cl)[S:32][C:19]=3[N:20]([CH2:22][CH2:23][CH2:24][O:25][CH:26]3[CH2:31][CH2:30][CH2:29][CH2:28][O:27]3)[CH:21]=2)=[O:15])=[CH:10][CH:9]=1.[O:40]1[C:44]2[CH:45]=[CH:46][CH:47]=[CH:48][C:43]=2[CH:42]=[C:41]1[CH:49]([OH:53])[CH2:50][NH:51][CH3:52]. Product: [O:40]1[C:44]2[CH:45]=[CH:46][CH:47]=[CH:48][C:43]=2[CH:42]=[C:41]1[CH:49]([OH:53])[CH2:50][N:51]([CH2:35][C:33]1[S:32][C:19]2[N:20]([CH2:22][CH2:23][CH2:24][O:25][CH:26]3[CH2:31][CH2:30][CH2:29][CH2:28][O:27]3)[CH:21]=[C:16]([C:14]([NH:13][CH2:12][C:11]3[CH:38]=[CH:39][C:8]([Cl:7])=[CH:9][CH:10]=3)=[O:15])[C:17](=[O:37])[C:18]=2[CH:34]=1)[CH3:52]. The catalyst class is: 3. (2) Reactant: [CH:1]([NH:4][C:5]1[CH2:10][CH2:9][CH2:8][C:7](=[O:11])[CH:6]=1)([CH3:3])[CH3:2].O.[C:13]1(=[O:24])[C:21]2[C:16](=[CH:17][CH:18]=[CH:19][CH:20]=2)[C:15](=[O:22])[C:14]1=[O:23]. Product: [OH:24][C:13]12[C:21]3[C:16](=[CH:17][CH:18]=[CH:19][CH:20]=3)[C:15](=[O:22])[C:14]1([OH:23])[C:6]1[C:7](=[O:11])[CH2:8][CH2:9][CH2:10][C:5]=1[N:4]2[CH:1]([CH3:3])[CH3:2]. The catalyst class is: 22. (3) Reactant: [CH:1]1([NH2:4])[CH2:3][CH2:2]1.Cl.Cl[CH:7]([C:12]1[C:13](=[O:21])[C:14]([OH:20])=[C:15]([CH2:18][CH3:19])[NH:16][CH:17]=1)[C:8]([F:11])([F:10])[F:9]. Product: [CH:1]1([NH:4][CH:7]([C:12]2[C:13](=[O:21])[C:14]([OH:20])=[C:15]([CH2:18][CH3:19])[NH:16][CH:17]=2)[C:8]([F:9])([F:11])[F:10])[CH2:3][CH2:2]1. The catalyst class is: 23. (4) Reactant: [NH:1]([C:3]1[CH:12]=[CH:11][C:6]([C:7]([O:9][CH3:10])=[O:8])=[C:5]([CH3:13])[CH:4]=1)[NH2:2].C(N(CC)CC)C.Cl[C:22]([C:34]([F:37])([F:36])[F:35])=[C:23]([C:26]1[CH:31]=[C:30]([Cl:32])[CH:29]=[C:28]([Cl:33])[CH:27]=1)[C:24]#[N:25].O. Product: [NH2:25][C:24]1[N:1]([C:3]2[CH:12]=[CH:11][C:6]([C:7]([O:9][CH3:10])=[O:8])=[C:5]([CH3:13])[CH:4]=2)[N:2]=[C:22]([C:34]([F:35])([F:36])[F:37])[C:23]=1[C:26]1[CH:27]=[C:28]([Cl:33])[CH:29]=[C:30]([Cl:32])[CH:31]=1. The catalyst class is: 8.